From a dataset of Forward reaction prediction with 1.9M reactions from USPTO patents (1976-2016). Predict the product of the given reaction. (1) The product is: [F:20][C:14]1[CH:15]=[CH:16][CH:17]=[C:18]([F:19])[C:13]=1[CH2:12][O:11][C:10]1[C:5]2[N:6]([C:2]([C:24]#[C:23][Si:25]([CH3:28])([CH3:27])[CH3:26])=[C:3]([CH3:22])[N:4]=2)[CH:7]=[C:8]([CH3:21])[CH:9]=1. Given the reactants Br[C:2]1[N:6]2[CH:7]=[C:8]([CH3:21])[CH:9]=[C:10]([O:11][CH2:12][C:13]3[C:18]([F:19])=[CH:17][CH:16]=[CH:15][C:14]=3[F:20])[C:5]2=[N:4][C:3]=1[CH3:22].[C:23]([Si:25]([CH3:28])([CH3:27])[CH3:26])#[CH:24].C(NC(C)C)(C)C, predict the reaction product. (2) Given the reactants Br[C:2]1[C:10]2[O:9][CH2:8]C[C:6]=2[CH:5]=[CH:4][CH:3]=1.Br[C:12]1[CH:13]=[CH:14][CH:15]=[C:16]2[C:21]=1[O:20][CH2:19]CC2.[P:22](Cl)(Cl)[Cl:23], predict the reaction product. The product is: [Cl:23][P:22]([C:2]1[CH:3]=[CH:4][CH:5]=[CH:6][C:10]=1[O:9][CH3:8])[C:12]1[CH:13]=[CH:14][CH:15]=[CH:16][C:21]=1[O:20][CH3:19]. (3) Given the reactants Cl.[CH2:2]([O:4][C:5](=[O:34])[CH2:6][C:7]1[CH:8]=[C:9]([C:15]2[CH:20]=[CH:19][C:18]([C:21]3[CH:22]=[N:23][C:24]([O:27][CH2:28][CH3:29])=[CH:25][CH:26]=3)=[CH:17][C:16]=2[CH2:30][NH:31][CH2:32][CH3:33])[C:10]([O:13][CH3:14])=[CH:11][CH:12]=1)[CH3:3].[CH:35]1([C:38](Cl)=[O:39])[CH2:37][CH2:36]1, predict the reaction product. The product is: [CH2:2]([O:4][C:5](=[O:34])[CH2:6][C:7]1[CH:8]=[C:9]([C:15]2[CH:20]=[CH:19][C:18]([C:21]3[CH:22]=[N:23][C:24]([O:27][CH2:28][CH3:29])=[CH:25][CH:26]=3)=[CH:17][C:16]=2[CH2:30][N:31]([C:38]([CH:35]2[CH2:37][CH2:36]2)=[O:39])[CH2:32][CH3:33])[C:10]([O:13][CH3:14])=[CH:11][CH:12]=1)[CH3:3]. (4) Given the reactants [C:1]1(=O)[CH2:5][CH2:4][CH2:3][CH2:2]1.[NH:7]1[CH2:11][CH2:10][CH2:9][CH2:8]1, predict the reaction product. The product is: [C:1]1([N:7]2[CH2:11][CH2:10][CH2:9][CH2:8]2)[CH2:5][CH2:4][CH2:3][CH:2]=1. (5) Given the reactants C([O:3][C:4]([C:6]1[C:7]([C:14]2[CH:19]=[CH:18][CH:17]=[CH:16][CH:15]=2)=[N:8][O:9][C:10]=1[CH:11]1[CH2:13][CH2:12]1)=[O:5])C.[OH-].[Na+], predict the reaction product. The product is: [CH:11]1([C:10]2[O:9][N:8]=[C:7]([C:14]3[CH:15]=[CH:16][CH:17]=[CH:18][CH:19]=3)[C:6]=2[C:4]([OH:5])=[O:3])[CH2:12][CH2:13]1. (6) Given the reactants Br[C:2]1[CH:22]=[CH:21][C:5]([O:6][C:7]2[CH:12]=[C:11]([Cl:13])[CH:10]=[CH:9][C:8]=2[NH:14][CH2:15][C:16]([O:18][CH2:19][CH3:20])=[O:17])=[C:4]([Cl:23])[CH:3]=1.[F-].[Cs+].[N:26]1[CH:31]=[C:30](B(O)O)[CH:29]=[N:28][CH:27]=1, predict the reaction product. The product is: [Cl:13][C:11]1[CH:10]=[CH:9][C:8]([NH:14][CH2:15][C:16]([O:18][CH2:19][CH3:20])=[O:17])=[C:7]([O:6][C:5]2[CH:21]=[CH:22][C:2]([C:30]3[CH:31]=[N:26][CH:27]=[N:28][CH:29]=3)=[CH:3][C:4]=2[Cl:23])[CH:12]=1.